Dataset: Full USPTO retrosynthesis dataset with 1.9M reactions from patents (1976-2016). Task: Predict the reactants needed to synthesize the given product. (1) The reactants are: [CH2:1]([Li])CCC.[CH3:6][Si:7]([CH3:21])([CH3:20])[CH2:8][CH2:9][O:10][C:11]([CH:13]1[CH2:18][CH2:17][CH2:16][C:15](=O)[CH2:14]1)=[O:12]. Given the product [C:11]([O-:12])(=[O:10])[CH3:13].[CH3:6][Si:7]([CH3:21])([CH3:20])[CH2:8][CH2:9][O:10][C:11]([CH:13]1[CH2:18][CH2:17][CH2:16][C:15](=[CH2:1])[CH2:14]1)=[O:12], predict the reactants needed to synthesize it. (2) Given the product [C:14]([N:17]1[CH2:22][CH2:21][N:20]([CH2:2][C:3]2[CH:8]=[CH:7][C:6]([CH2:9][NH:10][C:11](=[O:13])[CH3:12])=[CH:5][CH:4]=2)[CH2:19][CH2:18]1)(=[O:16])[CH3:15], predict the reactants needed to synthesize it. The reactants are: Cl[CH2:2][C:3]1[CH:8]=[CH:7][C:6]([CH2:9][NH:10][C:11](=[O:13])[CH3:12])=[CH:5][CH:4]=1.[C:14]([N:17]1[CH2:22][CH2:21][NH:20][CH2:19][CH2:18]1)(=[O:16])[CH3:15].C(=O)([O-])[O-].[K+].[K+].O. (3) Given the product [Br:7][C:8]1[CH:16]=[CH:15][C:11]([C:12]([N:38]2[CH2:43][CH2:42][O:41][CH2:40][CH2:39]2)=[O:14])=[C:10]([F:17])[CH:9]=1, predict the reactants needed to synthesize it. The reactants are: C(Cl)(=O)C(Cl)=O.[Br:7][C:8]1[CH:16]=[CH:15][C:11]([C:12]([OH:14])=O)=[C:10]([F:17])[CH:9]=1.FC1C=C(Br)C=CC=1C(Cl)=O.C(N(C(C)C)CC)(C)C.[NH:38]1[CH2:43][CH2:42][O:41][CH2:40][CH2:39]1. (4) Given the product [Cl:1][C:2]1[CH:10]=[C:9]([CH:11]([NH2:27])[CH3:12])[C:8]([C:14]2[CH:19]=[CH:18][CH:17]=[C:16]([F:20])[CH:15]=2)=[C:7]2[C:3]=1[CH:4]=[N:5][NH:6]2, predict the reactants needed to synthesize it. The reactants are: [Cl:1][C:2]1[CH:10]=[C:9]([C:11](=O)[CH3:12])[C:8]([C:14]2[CH:19]=[CH:18][CH:17]=[C:16]([F:20])[CH:15]=2)=[C:7]2[C:3]=1[CH:4]=[N:5][NH:6]2.C([O-])(=O)C.[NH4+].C([BH3-])#[N:27].[Na+]. (5) Given the product [N:13]1([C:7]([C:6]2[CH:10]=[C:2]([Cl:1])[C:3]([Cl:11])=[N:4][CH:5]=2)=[O:9])[CH2:16][CH2:15][CH2:14]1, predict the reactants needed to synthesize it. The reactants are: [Cl:1][C:2]1[C:3]([Cl:11])=[N:4][CH:5]=[C:6]([CH:10]=1)[C:7]([OH:9])=O.Cl.[NH:13]1[CH2:16][CH2:15][CH2:14]1.CN(C(ON1N=NC2C=CC=NC1=2)=[N+](C)C)C.F[P-](F)(F)(F)(F)F.C(N(CC)C(C)C)(C)C.Cl.